Dataset: Catalyst prediction with 721,799 reactions and 888 catalyst types from USPTO. Task: Predict which catalyst facilitates the given reaction. (1) Reactant: [Cl:1][C:2]1[CH:25]=[CH:24][C:5]([CH2:6][NH:7][C:8]([C:10]2[C:11](=[O:23])[C:12]3[S:19][C:18]([CH2:20]Cl)=[C:17]([CH3:22])[C:13]=3[N:14]([CH3:16])[CH:15]=2)=[O:9])=[CH:4][CH:3]=1.CN[CH2:28][P:29]([C:32]1[CH:37]=[CH:36][CH:35]=[CH:34][CH:33]=1)(=[O:31])[OH:30].C(=O)([O-])[O-].[K+].[K+].[CH3:44][N:45](C=O)C. Product: [Cl:1][C:2]1[CH:3]=[CH:4][C:5]([CH2:6][NH:7][C:8]([C:10]2[C:11](=[O:23])[C:12]3[S:19][C:18]([CH2:20][N:45]([O:30][P:29]([CH3:28])([C:32]4[CH:33]=[CH:34][CH:35]=[CH:36][CH:37]=4)=[O:31])[CH3:44])=[C:17]([CH3:22])[C:13]=3[N:14]([CH3:16])[CH:15]=2)=[O:9])=[CH:24][CH:25]=1. The catalyst class is: 6. (2) Reactant: [C:1]([NH:4][CH2:5][CH2:6][CH2:7][S:8]([O:11][CH2:12][C:13]([CH3:26])([CH3:25])[C@@H:14]([O:17][CH2:18][C:19]1[CH:24]=[CH:23][CH:22]=[CH:21][CH:20]=1)[CH:15]=C)(=[O:10])=[O:9])(=[O:3])[CH3:2].[O:27]=[O+][O-].CSC. Product: [C:1]([NH:4][CH2:5][CH2:6][CH2:7][S:8]([O:11][CH2:12][C:13]([CH3:25])([CH3:26])[C@@H:14]([O:17][CH2:18][C:19]1[CH:20]=[CH:21][CH:22]=[CH:23][CH:24]=1)[CH:15]=[O:27])(=[O:9])=[O:10])(=[O:3])[CH3:2]. The catalyst class is: 429. (3) Reactant: [CH3:1][Mg]Br.[CH2:4]([N:11]1[C@@H:16]2[C@H:17]([C:19]3[N:20]=[N:21][N:22]([CH2:24][C:25](=[O:27])[CH3:26])[N:23]=3)[CH2:18][C@@:12]1([C:44]1[CH:49]=[CH:48][CH:47]=[CH:46][CH:45]=1)[C@H:13]([O:28][CH2:29][C:30]1[CH:35]=[C:34]([C:36]([F:39])([F:38])[F:37])[CH:33]=[C:32]([C:40]([F:43])([F:42])[F:41])[CH:31]=1)[CH2:14][CH2:15]2)[C:5]1[CH:10]=[CH:9][CH:8]=[CH:7][CH:6]=1. Product: [CH2:4]([N:11]1[C@@H:16]2[C@H:17]([C:19]3[N:20]=[N:21][N:22]([CH2:24][C:25]([OH:27])([CH3:1])[CH3:26])[N:23]=3)[CH2:18][C@@:12]1([C:44]1[CH:49]=[CH:48][CH:47]=[CH:46][CH:45]=1)[C@H:13]([O:28][CH2:29][C:30]1[CH:35]=[C:34]([C:36]([F:37])([F:38])[F:39])[CH:33]=[C:32]([C:40]([F:42])([F:43])[F:41])[CH:31]=1)[CH2:14][CH2:15]2)[C:5]1[CH:10]=[CH:9][CH:8]=[CH:7][CH:6]=1. The catalyst class is: 1. (4) Reactant: [NH2:1][C:2]1[CH:11]=[CH:10][C:5]([C:6]([O:8][CH3:9])=[O:7])=[CH:4][C:3]=1[OH:12].[C:13](Cl)(=O)[C:14]1[CH:19]=[CH:18][CH:17]=[CH:16][CH:15]=1. Product: [C:14]1([C:13]2[O:12][C:3]3[CH:4]=[C:5]([C:6]([O:8][CH3:9])=[O:7])[CH:10]=[CH:11][C:2]=3[N:1]=2)[CH:19]=[CH:18][CH:17]=[CH:16][CH:15]=1. The catalyst class is: 258.